Dataset: Full USPTO retrosynthesis dataset with 1.9M reactions from patents (1976-2016). Task: Predict the reactants needed to synthesize the given product. Given the product [Cl:1][C:2]1[CH:3]=[C:4]([C:5]2[NH:6][C:11](=[O:12])[C:10]3[CH2:9][CH2:8][CH2:4][CH2:3][C:2]=3[N:7]=2)[CH:8]=[CH:9][CH:10]=1, predict the reactants needed to synthesize it. The reactants are: [Cl:1][C:2]1[CH:3]=[C:4]([CH:8]=[CH:9][CH:10]=1)[C:5](=[NH:7])[NH2:6].[CH3:11][O-:12].[Na+].